From a dataset of Experimentally validated miRNA-target interactions with 360,000+ pairs, plus equal number of negative samples. Binary Classification. Given a miRNA mature sequence and a target amino acid sequence, predict their likelihood of interaction. (1) The miRNA is hsa-miR-603 with sequence CACACACUGCAAUUACUUUUGC. The protein sequence of the target gene is MFKRHKSLASERKRALLSQRATRFILKDDMRNFHFLSKLVLSAGPLRPTPAVKHSKTTHFEIEIFDAQTRKQICILDKVTQSSTIHDVKQKFHKACPKWYPSRVGLQLECGGPFLKDYITIQSIAASSIVTLYATDLGQQVSWTTVFLAEYTGPLLIYLLFYLRIPCIYDGKESARRLRHPVVHLACFCHCIHYIRYLLETLFVHKVSAGHTPLKNLIMSCAFYWGFTSWIAYYINHPLYTPPSFGNRQITVSAINFLICEAGNHFINVMLSHPNHTGNNACFPSPNYNPFTWMFFLVSC.... Result: 1 (interaction). (2) The miRNA is mmu-let-7b-5p with sequence UGAGGUAGUAGGUUGUGUGGUU. The protein sequence of the target gene is MCDKEFMWALKNGDLDEVKDYVAKGEDVNRTLEGGRKPLHYAADCGQLEILEFLLLKGADINAPDKHHITPLLSAVYEGHVSCVKLLLSKGADKTVKGPDGLTALEATDNQAIKALLQ. Result: 1 (interaction). (3) The miRNA is hsa-miR-1284 with sequence UCUAUACAGACCCUGGCUUUUC. The protein sequence of the target gene is MPFLGQDWRSPGQSWVKTADGWKRFLDEKSGSFVSDLSSYCNKEVYSKENLFSSLNYDVAAKKRKKDIQNSKTKTQYFHQEKWIYVHKGSTKERHGYCTLGEAFNRLDFSTAILDSRRFNYVVRLLELIAKSQLTSLSGIAQKNFMNILEKVVLKVLEDQQNIRLIRELLQTLYTSLCTLVQRVGKSVLVGNINMWVYRMETILHWQQQLNSIQISRPAFKGLTITDLPVCLQLNIMQRLSDGRDLVSLGQAAPDLHVLSEDRLLWKRLCQYHFSERQIRKRLILSDKGQLDWKKMYFKL.... Result: 0 (no interaction). (4) The miRNA is hsa-miR-550a-3-5p with sequence AGUGCCUGAGGGAGUAAGAG. The protein sequence of the target gene is MALCNGDSKLENAGGDLKDGHHHYEGAVVILDAGAQYGKVIDRRVRELFVQSEIFPLETPAFAIKEQGFRAIIISGGPNSVYAEDAPWFDPAIFTIGKPVLGICYGMQMMNKVFGGTVHKKSVREDGVFNISVDNTCSLFRGLQKEEVVLLTHGDSVDKVADGFKVVARSGNIVAGIANESKKLYGAQFHPEVGLTENGKVILKNFLYDIAGCSGTFTVQNRELECIREIKERVGTSKVLVLLSGGVDSTVCTALLNRALNQEQVIAVHIDNGFMRKRESQSVEEALKKLGIQVKVINAA.... Result: 0 (no interaction). (5) The miRNA is hsa-miR-503-3p with sequence GGGGUAUUGUUUCCGCUGCCAGG. The protein sequence of the target gene is MEFSIKQSPLSVQSVVKCIKMKQAPEILGSANGKTPSCEVNRECSVFLSKAQLSSSLQEGVMQKFNGHDALPFIPADKLKDLTSRVFNGEPGAHDAKLRFESQEMKGIGTPPNTTPIKNGSPEIKLKITKTYMNGKPLFESSICGDSAADVSQSEENGQKPENKARRNRKRSIKYDSLLEQGLVEAALVSKISSPSDKKIPAKKESCPNTGRDKDHLLKYNVGDLVWSKVSGYPWWPCMVSADPLLHSYTKLKGQKKSARQYHVQFFGDAPERAWIFEKSLVAFEGEGQFEKLCQESAKQ.... Result: 1 (interaction).